Task: Regression/Classification. Given a drug SMILES string, predict its absorption, distribution, metabolism, or excretion properties. Task type varies by dataset: regression for continuous measurements (e.g., permeability, clearance, half-life) or binary classification for categorical outcomes (e.g., BBB penetration, CYP inhibition). Dataset: cyp1a2_veith.. Dataset: CYP1A2 inhibition data for predicting drug metabolism from PubChem BioAssay (1) The drug is CCCN(c1nc(C)cc(OC)n1)S(=O)(=O)c1ccccc1. The result is 1 (inhibitor). (2) The result is 1 (inhibitor). The molecule is Cl.c1ccc(-c2nc(NCCCn3ccnc3)c3oc4ccccc4c3n2)cc1. (3) The compound is CS(=O)(=O)Nc1cccc(-c2ccc3ncnc(NCc4cccs4)c3c2)c1. The result is 1 (inhibitor). (4) The molecule is CCC(CC)C(=O)NCCN1CCN(C(=O)C(CC)CC)CC1. The result is 0 (non-inhibitor).